This data is from Full USPTO retrosynthesis dataset with 1.9M reactions from patents (1976-2016). The task is: Predict the reactants needed to synthesize the given product. Given the product [C:24]([C:28]1[N:32]([CH3:33])[N:31]([CH2:34][CH:35]2[CH2:36][CH2:37]2)[C:30](=[N:38][C:4](=[O:6])[C:3]2[CH:7]=[CH:8][CH:9]=[C:10]([C:11]([F:14])([F:13])[F:12])[C:2]=2[Cl:1])[CH:29]=1)([CH3:27])([CH3:25])[CH3:26], predict the reactants needed to synthesize it. The reactants are: [Cl:1][C:2]1[C:10]([C:11]([F:14])([F:13])[F:12])=[CH:9][CH:8]=[CH:7][C:3]=1[C:4]([OH:6])=O.S(Cl)(Cl)=O.CN(C)C=O.[C:24]([C:28]1[N:32]([CH3:33])[N:31]([CH2:34][CH:35]2[CH2:37][CH2:36]2)[C:30](=[NH:38])[CH:29]=1)([CH3:27])([CH3:26])[CH3:25].